Task: Predict which catalyst facilitates the given reaction.. Dataset: Catalyst prediction with 721,799 reactions and 888 catalyst types from USPTO (1) Reactant: [P:1]([O-:8])([O:5][CH2:6][CH3:7])[O:2][CH2:3][CH3:4].C[Si]([N-][Si](C)(C)C)(C)C.[Na+].C(OC([NH:26][C@H:27]([CH2:31][CH2:32][C:33]1[CH:38]=[C:37]([CH3:39])[C:36]([O:40][CH2:41][CH2:42][CH2:43][CH2:44][CH2:45][CH2:46][CH2:47][CH3:48])=[C:35]([O:49][CH3:50])[CH:34]=1)[CH2:28][CH:29]=O)=O)(C)(C)C.[NH4+].[Cl-].C1C[O:56]CC1. Product: [OH:56][CH:32]([C:33]1[CH:38]=[C:37]([CH3:39])[C:36]([O:40][CH2:41][CH2:42][CH2:43][CH2:44][CH2:45][CH2:46][CH2:47][CH3:48])=[C:35]([O:49][CH3:50])[CH:34]=1)[CH2:31][C@@H:27]([NH2:26])[CH2:28][CH2:29][P:1](=[O:8])([O:5][CH2:6][CH3:7])[O:2][CH2:3][CH3:4]. The catalyst class is: 759. (2) Reactant: Cl.[O:2]=[C:3]1[CH:8]([N:9]2[C:17](=[O:18])[C:16]3[C:11](=[CH:12][CH:13]=[CH:14][C:15]=3[CH2:19][NH:20][CH3:21])[C:10]2=[O:22])[CH2:7][CH2:6][C:5](=[O:23])[NH:4]1.[CH3:24][C:25]1[CH:26]=[C:27]([N:32]=[C:33]=[O:34])[CH:28]=[CH:29][C:30]=1[CH3:31]. Product: [CH3:24][C:25]1[CH:26]=[C:27]([NH:32][C:33](=[O:34])[N:20]([CH2:19][C:15]2[CH:14]=[CH:13][CH:12]=[C:11]3[C:16]=2[C:17](=[O:18])[N:9]([CH:8]2[CH2:7][CH2:6][C:5](=[O:23])[NH:4][C:3]2=[O:2])[C:10]3=[O:22])[CH3:21])[CH:28]=[CH:29][C:30]=1[CH3:31]. The catalyst class is: 2. (3) Reactant: [CH2:1]([C:4]1[CH:9]=[CH:8][C:7]([C:10]2[CH:15]=[CH:14][C:13]([O:16]C)=[CH:12][CH:11]=2)=[CH:6][CH:5]=1)[CH2:2][CH3:3].B(Br)(Br)Br.O. Product: [CH2:1]([C:4]1[CH:9]=[CH:8][C:7]([C:10]2[CH:11]=[CH:12][C:13]([OH:16])=[CH:14][CH:15]=2)=[CH:6][CH:5]=1)[CH2:2][CH3:3]. The catalyst class is: 4. (4) Reactant: [CH:1]1([O:7][C:8]2[CH:13]=[CH:12][C:11]([C:14]3[C:15]([NH2:20])=[N:16][CH:17]=[CH:18][N:19]=3)=[CH:10][CH:9]=2)[CH2:6][CH2:5][CH2:4][CH2:3][CH2:2]1.[H-].[Na+].Cl[CH2:24][CH2:25][S:26](Cl)(=[O:28])=[O:27].O. Product: [CH:1]1([O:7][C:8]2[CH:9]=[CH:10][C:11]([C:14]3[C:15]4=[N:20][S:26](=[O:28])(=[O:27])[CH2:25][CH2:24][N:16]4[CH:17]=[CH:18][N:19]=3)=[CH:12][CH:13]=2)[CH2:2][CH2:3][CH2:4][CH2:5][CH2:6]1. The catalyst class is: 1. (5) Reactant: [F:1][C:2]1[CH:18]=[CH:17][C:5]([CH2:6][C:7]2[O:11][C:10]([CH:12]3OCC[O:13]3)=[CH:9][CH:8]=2)=[CH:4][CH:3]=1.C(O)(=O)CC(CC(O)=O)(C(O)=O)O. Product: [F:1][C:2]1[CH:18]=[CH:17][C:5]([CH2:6][C:7]2[O:11][C:10]([CH:12]=[O:13])=[CH:9][CH:8]=2)=[CH:4][CH:3]=1. The catalyst class is: 5. (6) Reactant: [CH3:1][C:2]([C:19]([O:21]C)=O)([CH3:18])[N:3]([CH2:12][CH2:13][C:14]([O:16][CH3:17])=[O:15])[C:4]([C:6]1[CH:11]=[CH:10][CH:9]=[CH:8][CH:7]=1)=[O:5].CO.C[O-].[Na+]. Product: [CH3:18][C:2]1([CH3:1])[N:3]([C:4]([C:6]2[CH:7]=[CH:8][CH:9]=[CH:10][CH:11]=2)=[O:5])[CH2:12][CH:13]([C:14]([O:16][CH3:17])=[O:15])[C:19]1=[O:21]. The catalyst class is: 11. (7) Reactant: [H-].[Na+].C(OP([CH2:11][C:12]#[N:13])(=O)OCC)C.[CH3:14][N:15]1[C:19]([NH:20][C:21]([C:34]2[CH:39]=[CH:38][CH:37]=[CH:36][CH:35]=2)([C:28]2[CH:33]=[CH:32][CH:31]=[CH:30][CH:29]=2)[C:22]2[CH:27]=[CH:26][CH:25]=[CH:24][CH:23]=2)=[C:18]([CH:40]=O)[CH:17]=[N:16]1. Product: [CH3:14][N:15]1[C:19]([NH:20][C:21]([C:28]2[CH:33]=[CH:32][CH:31]=[CH:30][CH:29]=2)([C:34]2[CH:35]=[CH:36][CH:37]=[CH:38][CH:39]=2)[C:22]2[CH:27]=[CH:26][CH:25]=[CH:24][CH:23]=2)=[C:18]([CH:40]=[CH:11][C:12]#[N:13])[CH:17]=[N:16]1. The catalyst class is: 7. (8) Reactant: Cl.[Cl:2][C:3]1[CH:8]=[CH:7][C:6]([CH2:9][C@@H:10]([NH:31]C(=O)OC(C)(C)C)[C:11]([N:13]2[CH2:18][CH2:17][N:16]([C:19]3[C:20]4[CH:27]([CH3:28])[S:26](=[O:30])(=[O:29])[CH2:25][C:21]=4[N:22]=[CH:23][N:24]=3)[CH2:15][CH2:14]2)=[O:12])=[CH:5][CH:4]=1. Product: [NH2:31][C@H:10]([CH2:9][C:6]1[CH:5]=[CH:4][C:3]([Cl:2])=[CH:8][CH:7]=1)[C:11]([N:13]1[CH2:18][CH2:17][N:16]([C:19]2[C:20]3[CH:27]([CH3:28])[S:26](=[O:30])(=[O:29])[CH2:25][C:21]=3[N:22]=[CH:23][N:24]=2)[CH2:15][CH2:14]1)=[O:12]. The catalyst class is: 61. (9) Reactant: [C:1]([O:4][CH2:5]/[CH:6]=[C:7](\[CH3:16])/[CH2:8]OC1CCCCO1)(=[O:3])[CH3:2].C(Br)(Br)(Br)[Br:18].C1(P(C2C=CC=CC=2)C2C=CC=CC=2)C=CC=CC=1. Product: [C:1]([O:4][CH2:5]/[CH:6]=[C:7](\[CH3:16])/[CH2:8][Br:18])(=[O:3])[CH3:2]. The catalyst class is: 2.